This data is from Reaction yield outcomes from USPTO patents with 853,638 reactions. The task is: Predict the reaction yield, written as a fraction of the theoretical maximum amount of product (1.0 means a 100% yield; for example, 0.34 means a 34% yield). (1) The reactants are B.[CH3:2][C:3]1[CH:4]=[C:5]([CH:8]=[C:9]([CH3:12])[C:10]=1[OH:11])[C:6]#[N:7].[ClH:13]. The catalyst is O1CCCC1.CO. The product is [ClH:13].[NH2:7][CH2:6][C:5]1[CH:4]=[C:3]([CH3:2])[C:10]([OH:11])=[C:9]([CH3:12])[CH:8]=1. The yield is 1.00. (2) The reactants are C(OC([N:8]1[CH2:12][C@H:11]([OH:13])[CH2:10][C@H:9]1[C:14]([OH:16])=[O:15])=O)(C)(C)C.[H-].[Na+].[CH3:19]I.[ClH:21]. The catalyst is ClCCl.O1CCOCC1. The product is [ClH:21].[CH3:19][O:13][C@H:11]1[CH2:12][NH:8][C@H:9]([C:14]([OH:16])=[O:15])[CH2:10]1. The yield is 0.920. (3) The product is [F:11][C:12]1[CH:17]=[C:16]([N+:18]([O-:20])=[O:19])[CH:15]=[CH:14][C:13]=1[O:21][C:2]1[C:3]2[NH:10][CH:9]=[CH:8][C:4]=2[N:5]=[CH:6][N:7]=1. The catalyst is C1(OC2C=CC=CC=2)C=CC=CC=1. The yield is 0.860. The reactants are Cl[C:2]1[C:3]2[NH:10][CH:9]=[CH:8][C:4]=2[N:5]=[CH:6][N:7]=1.[F:11][C:12]1[CH:17]=[C:16]([N+:18]([O-:20])=[O:19])[CH:15]=[CH:14][C:13]=1[OH:21].Cl. (4) The reactants are [N-:1]=[N+:2]=[N-:3].[Na+].C(#N)C.[Si](Cl)(Cl)(Cl)Cl.C(Cl)Cl.[C:16]([C:18]1[C:19]([C:32]2[CH:37]=[CH:36][C:35]([Cl:38])=[CH:34][C:33]=2[Cl:39])=[C:20]([C:29]([NH2:31])=O)[S:21][C:22]=1[N:23]1[CH2:28][CH2:27][O:26][CH2:25][CH2:24]1)#[N:17]. No catalyst specified. The product is [Cl:39][C:33]1[CH:34]=[C:35]([Cl:38])[CH:36]=[CH:37][C:32]=1[C:19]1[C:18]([C:16]#[N:17])=[C:22]([N:23]2[CH2:28][CH2:27][O:26][CH2:25][CH2:24]2)[S:21][C:20]=1[C:29]1[NH:31][N:3]=[N:2][N:1]=1. The yield is 0.544. (5) The reactants are [C:1]([O:5][C:6]([NH:8][C:9]1[CH:10]=[CH:11][C:12]([C:15]([N:17]([CH3:33])[CH2:18][CH2:19][CH2:20][N:21]([CH3:32])[C:22](=[O:31])[O:23][CH2:24][C:25]2[CH:30]=[CH:29][CH:28]=[CH:27][CH:26]=2)=[O:16])=[N:13][CH:14]=1)=[O:7])([CH3:4])([CH3:3])[CH3:2].[H-].[Na+].[CH3:36]I.O. The catalyst is O1CCCC1. The product is [C:1]([O:5][C:6]([N:8]([CH3:36])[C:9]1[CH:10]=[CH:11][C:12]([C:15]([N:17]([CH3:33])[CH2:18][CH2:19][CH2:20][N:21]([CH3:32])[C:22](=[O:31])[O:23][CH2:24][C:25]2[CH:26]=[CH:27][CH:28]=[CH:29][CH:30]=2)=[O:16])=[N:13][CH:14]=1)=[O:7])([CH3:2])([CH3:4])[CH3:3]. The yield is 1.00. (6) The reactants are [CH3:1][S:2][C:3]1[S:7][C:6]([C:8]([O:10][CH2:11][CH3:12])=[O:9])=[C:5]2[CH2:13][CH2:14][CH2:15][C:16](=[O:17])[C:4]=12.P(Cl)(Cl)(Cl)=O.[CH:23]([Cl:26])(Cl)Cl. The catalyst is CN(C)C=O. The product is [Cl:26][C:23]1[C:4]2[C:5](=[C:6]([C:8]([O:10][CH2:11][CH3:12])=[O:9])[S:7][C:3]=2[S:2][CH3:1])[CH2:13][CH2:14][C:15]=1[CH:16]=[O:17]. The yield is 0.738.